This data is from Peptide-MHC class II binding affinity with 134,281 pairs from IEDB. The task is: Regression. Given a peptide amino acid sequence and an MHC pseudo amino acid sequence, predict their binding affinity value. This is MHC class II binding data. (1) The peptide sequence is QFKVAATAANAAPAN. The MHC is DRB1_0901 with pseudo-sequence DRB1_0901. The binding affinity (normalized) is 0.436. (2) The peptide sequence is WTGGGSDKALAAATP. The MHC is HLA-DQA10501-DQB10201 with pseudo-sequence HLA-DQA10501-DQB10201. The binding affinity (normalized) is 0.160. (3) The binding affinity (normalized) is 0.506. The peptide sequence is EKKYFAAIQFEPLAA. The MHC is HLA-DQA10301-DQB10302 with pseudo-sequence HLA-DQA10301-DQB10302. (4) The peptide sequence is ILSHVKFNFGDFYSE. The MHC is DRB1_0401 with pseudo-sequence DRB1_0401. The binding affinity (normalized) is 0.259. (5) The peptide sequence is VAVSEGKPTEKHIQI. The MHC is DRB1_1101 with pseudo-sequence DRB1_1101. The binding affinity (normalized) is 0.226.